Dataset: Full USPTO retrosynthesis dataset with 1.9M reactions from patents (1976-2016). Task: Predict the reactants needed to synthesize the given product. Given the product [C:1]([CH:3]([C:10]1[CH:11]=[N:12][CH:13]=[CH:14][CH:15]=1)[C:4]([O:6][CH2:7][CH3:8])=[O:5])#[N:2], predict the reactants needed to synthesize it. The reactants are: [C:1]([CH2:3][C:4]([O:6][CH2:7][CH3:8])=[O:5])#[N:2].Br[C:10]1[CH:11]=[N:12][CH:13]=[CH:14][CH:15]=1.CC([O-])(C)C.[K+].CC(O)=O.